From a dataset of Forward reaction prediction with 1.9M reactions from USPTO patents (1976-2016). Predict the product of the given reaction. (1) The product is: [CH:21]1([C:19]2[C:18]([F:24])=[CH:17][N:16]=[C:15]([NH:5][C:4]3[CH:6]=[C:7]([C:9]4[S:13][CH:12]=[N:11][CH:10]=4)[CH:8]=[C:2]([F:1])[CH:3]=3)[N:20]=2)[CH2:23][CH2:22]1. Given the reactants [F:1][C:2]1[CH:3]=[C:4]([CH:6]=[C:7]([C:9]2[S:13][CH:12]=[N:11][CH:10]=2)[CH:8]=1)[NH2:5].Cl[C:15]1[N:20]=[C:19]([CH:21]2[CH2:23][CH2:22]2)[C:18]([F:24])=[CH:17][N:16]=1.CC1(C)C2C(=C(P(C3C=CC=CC=3)C3C=CC=CC=3)C=CC=2)OC2C(P(C3C=CC=CC=3)C3C=CC=CC=3)=CC=CC1=2.C(=O)([O-])[O-].[Cs+].[Cs+], predict the reaction product. (2) Given the reactants [C:1]1([C:7]2[C:11]([C:12]([F:15])([F:14])[F:13])=[C:10]([C:16]3[S:17][C:18]4[C:28]5[C:23](=[CH:24][C:25]([CH:29]([OH:32])CO)=[CH:26][CH:27]=5)[CH2:22][CH2:21][C:19]=4[N:20]=3)[O:9][N:8]=2)[CH:6]=[CH:5][CH:4]=[CH:3][CH:2]=1.I([O-])(=O)(=O)=O.[Na+], predict the reaction product. The product is: [C:1]1([C:7]2[C:11]([C:12]([F:15])([F:14])[F:13])=[C:10]([C:16]3[S:17][C:18]4[C:28]5[C:23](=[CH:24][C:25]([CH:29]=[O:32])=[CH:26][CH:27]=5)[CH2:22][CH2:21][C:19]=4[N:20]=3)[O:9][N:8]=2)[CH:6]=[CH:5][CH:4]=[CH:3][CH:2]=1. (3) Given the reactants [NH2:1][C:2]1[CH:3]=[C:4]([C:9]2[N:13]=[C:12]([CH2:14][CH2:15][C:16](=[O:18])[CH3:17])[O:11][N:10]=2)[CH:5]=[CH:6][C:7]=1[F:8].[CH3:19][Li], predict the reaction product. The product is: [NH2:1][C:2]1[CH:3]=[C:4]([C:9]2[N:13]=[C:12]([CH2:14][CH2:15][C:16]([CH3:19])([OH:18])[CH3:17])[O:11][N:10]=2)[CH:5]=[CH:6][C:7]=1[F:8].